Task: Predict the product of the given reaction.. Dataset: Forward reaction prediction with 1.9M reactions from USPTO patents (1976-2016) (1) Given the reactants [C:1]([C:3]1[CH:4]=[C:5]([CH:8]=[CH:9][C:10]=1[CH:11]([CH3:13])[CH3:12])[CH2:6]O)#[N:2].[Cl:14]CCl, predict the reaction product. The product is: [C:1]([C:3]1[CH:4]=[C:5]([CH:8]=[CH:9][C:10]=1[CH:11]([CH3:13])[CH3:12])[CH2:6][Cl:14])#[N:2]. (2) Given the reactants [Cl:1][C:2]1[CH:3]=[C:4]([OH:8])[CH:5]=[N:6][CH:7]=1.CC([O-])(C)C.[K+].Cl[C:16]1[CH:21]=[CH:20][CH:19]=[CH:18][N:17]=1, predict the reaction product. The product is: [Cl:1][C:2]1[CH:7]=[N:6][CH:5]=[C:4]([O:8][C:16]2[CH:21]=[CH:20][CH:19]=[CH:18][N:17]=2)[CH:3]=1. (3) Given the reactants [CH3:1][CH:2]([CH3:38])[C@H:3]([NH:33][C:34](=[O:37])[O:35][CH3:36])[C:4](=[O:32])[N:5]1[CH2:9][CH2:8][CH2:7][C@H:6]1[C:10]1[NH:14][C:13]2[C:15]3[C:20]([CH:21]=[CH:22][C:12]=2[N:11]=1)=[CH:19][C:18](B1OC(C)(C)C(C)(C)O1)=[CH:17][CH:16]=3.Br[C:40]1[CH:41]=[C:42]2[C:47](=[CH:48][CH:49]=1)[C:46]([NH:50][C:51](=[O:57])[O:52][C:53]([CH3:56])([CH3:55])[CH3:54])=[C:45]([NH:58][C:59](=[O:61])[O-:60])[CH:44]=[CH:43]2.C([O-])(O)=O.[Na+], predict the reaction product. The product is: [CH3:36][O:35][C:34](=[O:37])[NH:33][C@@H:3]([CH:2]([CH3:1])[CH3:38])[C:4]([N:5]1[CH2:9][CH2:8][CH2:7][C@H:6]1[C:10]1[NH:11][C:12]2[C:22]3[C:17]([CH:16]=[CH:15][C:13]=2[N:14]=1)=[CH:18][C:19]([C:40]1[CH:49]=[CH:48][C:47]2[C:42](=[CH:43][CH:44]=[C:45]([NH:58][C:59]([O:60][C:2]([CH3:38])([CH3:3])[CH3:1])=[O:61])[C:46]=2[NH:50][C:51]([O:52][C:53]([CH3:56])([CH3:55])[CH3:54])=[O:57])[CH:41]=1)=[CH:20][CH:21]=3)=[O:32]. (4) Given the reactants C[Si](C)(C)[N-][Si](C)(C)C.[Li+].[CH3:11][O:12][C:13](=[O:21])[CH2:14][CH:15]1[CH2:20][CH2:19][CH2:18][CH2:17][CH2:16]1.[CH3:22]I, predict the reaction product. The product is: [CH:15]1([CH:14]([CH3:22])[C:13]([O:12][CH3:11])=[O:21])[CH2:16][CH2:17][CH2:18][CH2:19][CH2:20]1. (5) Given the reactants [Br:1][C:2]1[C:7]2=[N:8][C:9]([C:12]([OH:14])=O)=[CH:10][N:11]=[C:6]2[CH:5]=[N:4][CH:3]=1.[CH3:15][C:16]([NH2:19])([CH3:18])[CH3:17].C(N(CC)CC)C.F[P-](F)(F)(F)(F)F.C[N+](C)=C(N(C)C)O, predict the reaction product. The product is: [Br:1][C:2]1[C:7]2=[N:8][C:9]([C:12]([NH:19][C:16]([CH3:18])([CH3:17])[CH3:15])=[O:14])=[CH:10][N:11]=[C:6]2[CH:5]=[N:4][CH:3]=1. (6) Given the reactants [O:1]1[CH2:5][CH2:4][CH:3]([OH:6])[CH2:2]1.[H-].[Na+].F[C:10]1[CH:15]=[CH:14][C:13]([S:16]([CH3:19])(=[O:18])=[O:17])=[CH:12][C:11]=1[C:20]1[C:29]2[C:24](=[CH:25][CH:26]=[CH:27][CH:28]=2)[C:23](=[O:30])[N:22]([CH3:31])[CH:21]=1, predict the reaction product. The product is: [CH3:31][N:22]1[CH:21]=[C:20]([C:11]2[CH:12]=[C:13]([S:16]([CH3:19])(=[O:18])=[O:17])[CH:14]=[CH:15][C:10]=2[O:6][CH:3]2[CH2:4][CH2:5][O:1][CH2:2]2)[C:29]2[C:24](=[CH:25][CH:26]=[CH:27][CH:28]=2)[C:23]1=[O:30].